Dataset: Full USPTO retrosynthesis dataset with 1.9M reactions from patents (1976-2016). Task: Predict the reactants needed to synthesize the given product. (1) Given the product [CH:10]([S:9][C:5]1[N:4]=[C:3]([CH2:2][O:27][C:24]2[CH:25]=[CH:26][C:21]([CH:19]3[CH2:20][CH:18]3[C:16]([OH:17])=[O:15])=[C:22]([CH3:29])[C:23]=2[CH3:28])[CH:8]=[CH:7][CH:6]=1)([CH3:12])[CH3:11], predict the reactants needed to synthesize it. The reactants are: Cl[CH2:2][C:3]1[CH:8]=[CH:7][CH:6]=[C:5]([S:9][CH:10]([CH3:12])[CH3:11])[N:4]=1.C([O:15][C:16]([CH:18]1[CH2:20][CH:19]1[C:21]1[CH:26]=[CH:25][C:24]([OH:27])=[C:23]([CH3:28])[C:22]=1[CH3:29])=[O:17])C. (2) Given the product [CH2:18]([O:17][C:12](=[O:16])[C@H:13]([CH3:15])[NH:1][C:2]1[CH:11]=[CH:10][C:9]2[C:4](=[CH:5][CH:6]=[CH:7][CH:8]=2)[CH:3]=1)[CH:19]([CH3:21])[CH3:20], predict the reactants needed to synthesize it. The reactants are: [NH2:1][C:2]1[CH:11]=[CH:10][C:9]2[C:4](=[CH:5][CH:6]=[CH:7][CH:8]=2)[CH:3]=1.[C:12]([O:17][CH2:18][CH:19]([CH3:21])[CH3:20])(=[O:16])[C:13]([CH3:15])=O. (3) The reactants are: [C:1]([C:3]1[C:7]([C:8]2[CH:9]=[C:10]3[C:14](=[CH:15][CH:16]=2)[N:13](C(OC(C)(C)C)=O)[CH2:12][CH2:11]3)=[CH:6][N:5]([CH3:24])[N:4]=1)#[N:2].Cl.CCOC(C)=O. Given the product [NH:13]1[C:14]2[C:10](=[CH:9][C:8]([C:7]3[C:3]([C:1]#[N:2])=[N:4][N:5]([CH3:24])[CH:6]=3)=[CH:16][CH:15]=2)[CH2:11][CH2:12]1, predict the reactants needed to synthesize it. (4) Given the product [F:1][C:2]1[CH:7]=[CH:6][C:5]([CH2:8][C:9]2[CH:18]=[C:17]3[C:12]([C:13]([OH:26])=[C:14]([C:21]([NH:28][CH2:29][C:30]4([OH:36])[CH2:35][CH2:34][CH2:33][CH2:32][CH2:31]4)=[O:22])[C:15](=[O:20])[N:16]3[CH3:19])=[N:11][CH:10]=2)=[CH:4][CH:3]=1, predict the reactants needed to synthesize it. The reactants are: [F:1][C:2]1[CH:7]=[CH:6][C:5]([CH2:8][C:9]2[CH:18]=[C:17]3[C:12]([C:13]([OH:26])=[C:14]([C:21](OCC)=[O:22])[C:15](=[O:20])[N:16]3[CH3:19])=[N:11][CH:10]=2)=[CH:4][CH:3]=1.Cl.[NH2:28][CH2:29][C:30]1([OH:36])[CH2:35][CH2:34][CH2:33][CH2:32][CH2:31]1.C(N(CC)CC)C. (5) Given the product [Cl:31][C:32]1[CH:37]=[CH:36][CH:35]=[CH:34][C:33]=1[CH:38]([OH:42])[CH2:39][CH2:40][S:30][C:29]1[N:25]([C:15]2[C:24]3[C:19](=[CH:20][CH:21]=[CH:22][CH:23]=3)[CH:18]=[CH:17][CH:16]=2)[N:26]=[N:27][N:28]=1, predict the reactants needed to synthesize it. The reactants are: CC(OC(/N=N/C(OC(C)C)=O)=O)C.[C:15]1([N:25]2[C:29](=[S:30])[N:28]=[N:27][NH:26]2)[C:24]2[C:19](=[CH:20][CH:21]=[CH:22][CH:23]=2)[CH:18]=[CH:17][CH:16]=1.[Cl:31][C:32]1[CH:37]=[CH:36][CH:35]=[CH:34][C:33]=1[CH:38]([OH:42])[CH2:39][CH2:40]O.C1C=CC(P(C2C=CC=CC=2)C2C=CC=CC=2)=CC=1. (6) Given the product [C:1]([O:9][CH2:10][CH2:11][N:12]([C:16](=[O:18])[CH3:17])[C:13](=[O:15])[CH3:14])(=[O:8])/[CH:2]=[CH:3]/[C:4]([O:6][CH3:7])=[O:5], predict the reactants needed to synthesize it. The reactants are: [C:1]([O:9][CH2:10][CH2:11][NH:12][C:13](=[O:15])[CH3:14])(=[O:8])/[CH:2]=[CH:3]/[C:4]([O:6][CH3:7])=[O:5].[C:16](OC(=O)C)(=[O:18])[CH3:17].C([O-])(=O)C.[Na+]. (7) Given the product [CH:27]1([CH:30]([NH:1][CH:2]2[CH2:3][N:4]([C:6]([C:8]3[CH:9]=[C:10]([CH:23]=[CH:24][C:25]=3[F:26])[CH2:11][C:12]3[C:21]4[C:16](=[CH:17][CH:18]=[CH:19][CH:20]=4)[C:15](=[O:22])[NH:14][N:13]=3)=[O:7])[CH2:5]2)[CH3:31])[CH2:29][CH2:28]1, predict the reactants needed to synthesize it. The reactants are: [NH2:1][CH:2]1[CH2:5][N:4]([C:6]([C:8]2[CH:9]=[C:10]([CH:23]=[CH:24][C:25]=2[F:26])[CH2:11][C:12]2[C:21]3[C:16](=[CH:17][CH:18]=[CH:19][CH:20]=3)[C:15](=[O:22])[NH:14][N:13]=2)=[O:7])[CH2:3]1.[CH:27]1([C:30](=O)[CH3:31])[CH2:29][CH2:28]1.C(O[BH-](OC(=O)C)OC(=O)C)(=O)C.[Na+].